This data is from Catalyst prediction with 721,799 reactions and 888 catalyst types from USPTO. The task is: Predict which catalyst facilitates the given reaction. (1) Reactant: [Cl:1][C:2]1[CH:7]=[C:6]([I:8])[CH:5]=[CH:4][C:3]=1[NH:9][C:10]1[CH:27]=[N:26][CH:25]=[CH:24][C:11]=1[C:12]([NH:14][O:15][CH2:16][C@H:17]1[CH2:21][O:20]C(C)(C)[O:18]1)=[O:13]. Product: [Cl:1][C:2]1[CH:7]=[C:6]([I:8])[CH:5]=[CH:4][C:3]=1[NH:9][C:10]1[CH:27]=[N:26][CH:25]=[CH:24][C:11]=1[C:12]([NH:14][O:15][CH2:16][C@H:17]([OH:18])[CH2:21][OH:20])=[O:13]. The catalyst class is: 15. (2) Reactant: [Cl:1][C:2]1[CH:3]=[C:4]2[NH:10][C:9](=[O:11])[N:8]([C@@H:12]3[CH2:16][CH2:15][N:14]([C:17]([O:19][C:20]([CH3:23])([CH3:22])[CH3:21])=[O:18])[CH2:13]3)[C:5]2=[N:6][CH:7]=1.[H-].[Na+].[CH3:26]I. Product: [Cl:1][C:2]1[CH:3]=[C:4]2[N:10]([CH3:26])[C:9](=[O:11])[N:8]([C@@H:12]3[CH2:16][CH2:15][N:14]([C:17]([O:19][C:20]([CH3:23])([CH3:22])[CH3:21])=[O:18])[CH2:13]3)[C:5]2=[N:6][CH:7]=1. The catalyst class is: 49. (3) Reactant: [CH2:1]([C:3]1[N:7]([C:8]2[N:16]=[C:15]3[C:11]([N:12]=[C:13]([CH:18]=O)[N:14]3[CH3:17])=[C:10]([N:20]3[CH2:25][CH2:24][O:23][CH2:22][CH2:21]3)[N:9]=2)[C:6]2[CH:26]=[CH:27][CH:28]=[CH:29][C:5]=2[N:4]=1)[CH3:2].[N:30]1([CH:35]2[CH2:38][NH:37][CH2:36]2)[CH2:33][CH:32]([OH:34])[CH2:31]1.C(O[BH-](OC(=O)C)OC(=O)C)(=O)C.[Na+]. Product: [CH2:1]([C:3]1[N:7]([C:8]2[N:16]=[C:15]3[C:11]([N:12]=[C:13]([CH2:18][N:37]4[CH2:38][CH:35]([N:30]5[CH2:33][CH:32]([OH:34])[CH2:31]5)[CH2:36]4)[N:14]3[CH3:17])=[C:10]([N:20]3[CH2:25][CH2:24][O:23][CH2:22][CH2:21]3)[N:9]=2)[C:6]2[CH:26]=[CH:27][CH:28]=[CH:29][C:5]=2[N:4]=1)[CH3:2]. The catalyst class is: 26. (4) Reactant: [N:1]1([C:7]([OH:9])=O)[CH2:6][CH2:5][O:4][CH2:3][CH2:2]1.[CH2:10]([N:14]([CH2:18][CH2:19][CH2:20][CH3:21])C(Cl)=O)[CH2:11][CH2:12][CH3:13].N1C=CC=CC=1. Product: [CH2:10]([N:14]([CH2:18][CH2:19][CH2:20][CH3:21])[C:7]([N:1]1[CH2:2][CH2:3][O:4][CH2:5][CH2:6]1)=[O:9])[CH2:11][CH2:12][CH3:13]. The catalyst class is: 6. (5) Reactant: [NH2:1][C:2]1[CH:3]=[C:4]2[C:20](=[O:21])[NH:19][N:18]=[CH:17][C:6]3=[C:7]([C:11]4[CH:16]=[CH:15][CH:14]=[CH:13][CH:12]=4)[NH:8][C:9]([CH:10]=1)=[C:5]23.[F:22][C:23]1[C:31]([F:32])=[CH:30][CH:29]=[CH:28][C:24]=1[C:25](O)=[O:26].C(N(CC)CC)C.F[P-](F)(F)(F)(F)F.N1(OC(N(C)C)=[N+](C)C)C2N=CC=CC=2N=N1. Product: [F:22][C:23]1[C:31]([F:32])=[CH:30][CH:29]=[CH:28][C:24]=1[C:25]([NH:1][C:2]1[CH:3]=[C:4]2[C:20](=[O:21])[NH:19][N:18]=[CH:17][C:6]3=[C:7]([C:11]4[CH:12]=[CH:13][CH:14]=[CH:15][CH:16]=4)[NH:8][C:9]([CH:10]=1)=[C:5]23)=[O:26]. The catalyst class is: 306. (6) Reactant: [CH3:1][C@H:2]1[NH:7][C@@H:6]([CH3:8])[CH2:5][N:4]([C:9]2[CH:10]=[CH:11][C:12]([Cl:16])=[C:13]([CH:15]=2)[NH2:14])[CH2:3]1.[Br:17][C:18]1[S:22][C:21]([S:23](Cl)(=[O:25])=[O:24])=[CH:20][CH:19]=1. Product: [Br:17][C:18]1[S:22][C:21]([S:23]([NH:14][C:13]2[CH:15]=[C:9]([N:4]3[CH2:5][C@H:6]([CH3:8])[NH:7][C@H:2]([CH3:1])[CH2:3]3)[CH:10]=[CH:11][C:12]=2[Cl:16])(=[O:25])=[O:24])=[CH:20][CH:19]=1. The catalyst class is: 529.